Dataset: Reaction yield outcomes from USPTO patents with 853,638 reactions. Task: Predict the reaction yield, written as a fraction of the theoretical maximum amount of product (1.0 means a 100% yield; for example, 0.34 means a 34% yield). (1) The reactants are [NH2:1][CH2:2][CH2:3][CH2:4][OH:5].FC(F)(F)S(O[Si:12]([CH:19]([CH3:21])[CH3:20])([CH:16]([CH3:18])[CH3:17])[CH:13]([CH3:15])[CH3:14])(=O)=O.C(N(CC)CC)C.[C:31]([O:35][C:36](=[O:39])[CH2:37]Br)([CH3:34])([CH3:33])[CH3:32]. The catalyst is ClCCl. The product is [C:31]([O:35][C:36](=[O:39])[CH2:37][NH:1][CH2:2][CH2:3][CH2:4][O:5][Si:12]([CH:19]([CH3:21])[CH3:20])([CH:16]([CH3:18])[CH3:17])[CH:13]([CH3:15])[CH3:14])([CH3:34])([CH3:33])[CH3:32]. The yield is 0.250. (2) The reactants are Cl.[CH3:2][O:3][C:4](=[O:27])[C@@H:5]([NH2:26])[CH2:6][C:7]1[CH:12]=[CH:11][C:10]([C:13]2[CH:18]=[CH:17][CH:16]=[CH:15][C:14]=2[O:19][C:20]2[CH:25]=[CH:24][CH:23]=[CH:22][CH:21]=2)=[CH:9][CH:8]=1.[Br:28][C:29]1[CH:30]=[CH:31][C:32]([NH2:38])=[C:33]([CH:37]=1)[C:34](O)=[O:35]. No catalyst specified. The product is [CH3:2][O:3][C:4](=[O:27])[C@@H:5]([NH:26][C:34](=[O:35])[C:33]1[CH:37]=[C:29]([Br:28])[CH:30]=[CH:31][C:32]=1[NH2:38])[CH2:6][C:7]1[CH:8]=[CH:9][C:10]([C:13]2[CH:18]=[CH:17][CH:16]=[CH:15][C:14]=2[O:19][C:20]2[CH:25]=[CH:24][CH:23]=[CH:22][CH:21]=2)=[CH:11][CH:12]=1. The yield is 0.800. (3) The reactants are [N+:1]([C:4]1[CH:8]=[CH:7][N:6]([CH2:9][CH2:10][CH2:11][CH2:12][CH2:13][CH3:14])[N:5]=1)([O-])=O.CO.[H][H]. The catalyst is C(OCC)(=O)C.[Pd]. The product is [CH2:9]([N:6]1[CH:7]=[CH:8][C:4]([NH2:1])=[N:5]1)[CH2:10][CH2:11][CH2:12][CH2:13][CH3:14]. The yield is 0.880. (4) The reactants are N[C:2]1[CH:10]=[CH:9][C:5]([C:6]([OH:8])=[O:7])=[CH:4][CH:3]=1.N([O-])=O.[Na+]. The catalyst is Cl.[OH-].[K+].CO. The product is [C:6]([OH:8])(=[O:7])[C:5]1[CH:9]=[CH:10][CH:2]=[CH:3][CH:4]=1. The yield is 0.800.